From a dataset of Forward reaction prediction with 1.9M reactions from USPTO patents (1976-2016). Predict the product of the given reaction. Given the reactants [NH2:1][C:2]1[CH:23]=[CH:22][C:5]([O:6][C:7]2[CH:8]=[CH:9][C:10]3[N:11]([CH:13]=[C:14]([NH:16][C:17]([CH:19]4[CH2:21][CH2:20]4)=[O:18])[N:15]=3)[N:12]=2)=[CH:4][CH:3]=1.[F:24][C:25]([F:36])([F:35])[C:26]1[CH:27]=[C:28]([CH:32]=[CH:33][CH:34]=1)[C:29](O)=[O:30].C(Cl)(=O)C(Cl)=O.O1CCCC1, predict the reaction product. The product is: [CH:19]1([C:17]([NH:16][C:14]2[N:15]=[C:10]3[CH:9]=[CH:8][C:7]([O:6][C:5]4[CH:22]=[CH:23][C:2]([NH:1][C:29](=[O:30])[C:28]5[CH:32]=[CH:33][CH:34]=[C:26]([C:25]([F:24])([F:35])[F:36])[CH:27]=5)=[CH:3][CH:4]=4)=[N:12][N:11]3[CH:13]=2)=[O:18])[CH2:20][CH2:21]1.